This data is from Reaction yield outcomes from USPTO patents with 853,638 reactions. The task is: Predict the reaction yield, written as a fraction of the theoretical maximum amount of product (1.0 means a 100% yield; for example, 0.34 means a 34% yield). (1) The reactants are [CH3:1][O:2][C:3]([C:5]1[CH:13]=[C:12]2[C:8]([C:9]([C:16]([NH2:18])=[O:17])=[CH:10][N:11]2[CH2:14][CH3:15])=[CH:7][CH:6]=1)=[O:4].CO[CH:21](OC)[CH2:22]Br. The yield is 0.460. The product is [CH2:14]([N:11]1[C:12]2[C:8](=[CH:7][CH:6]=[C:5]([C:3]([O:2][CH3:1])=[O:4])[CH:13]=2)[C:9]([C:16]2[O:17][CH:21]=[CH:22][N:18]=2)=[CH:10]1)[CH3:15]. The catalyst is COCCOCCOC. (2) The reactants are [CH3:1][N:2]([CH3:13])[C:3]1[CH:8]=[CH:7][NH:6][C:5](=[O:9])[C:4]=1[N+:10]([O-:12])=[O:11].[C:14]1(B(O)O)[CH:19]=[CH:18][CH:17]=[CH:16][CH:15]=1.N1C=CC=CC=1.C(N(CC)CC)C. The catalyst is ClCCl. The product is [CH3:1][N:2]([CH3:13])[C:3]1[CH:8]=[CH:7][N:6]([C:14]2[CH:19]=[CH:18][CH:17]=[CH:16][CH:15]=2)[C:5](=[O:9])[C:4]=1[N+:10]([O-:12])=[O:11]. The yield is 0.880. (3) The reactants are ClC1C=CC([C@@H]2CCN(C(OC(C)(C)C)=O)C[C@H]2C(OC)=O)=CC=1.[C:25]1([CH3:48])[CH:30]=[CH:29][C:28]([C@@H:31]2[CH2:36][CH2:35][N:34]([C:37]([O:39][C:40]([CH3:43])([CH3:42])[CH3:41])=[O:38])[CH2:33][C@H:32]2[C:44](OC)=[O:45])=[CH:27][CH:26]=1. No catalyst specified. The product is [OH:45][CH2:44][C@H:32]1[C@H:31]([C:28]2[CH:29]=[CH:30][C:25]([CH3:48])=[CH:26][CH:27]=2)[CH2:36][CH2:35][N:34]([C:37]([O:39][C:40]([CH3:43])([CH3:42])[CH3:41])=[O:38])[CH2:33]1. The yield is 0.860.